This data is from Reaction yield outcomes from USPTO patents with 853,638 reactions. The task is: Predict the reaction yield, written as a fraction of the theoretical maximum amount of product (1.0 means a 100% yield; for example, 0.34 means a 34% yield). (1) The reactants are Cl[C:2]1[CH:7]=[CH:6][N:5]=[C:4]([N:8]2[C:20](=[O:21])[C:19]3[S:18][C:17]4[CH2:16][CH2:15][CH2:14][CH2:13][C:12]=4[C:11]=3[CH:10]=[N:9]2)[C:3]=1[CH:22]=[O:23].[CH3:24][C@H:25]1[CH2:30][N:29]([CH:31]2[CH2:34][O:33][CH2:32]2)[C@H:28]([CH3:35])[CH2:27][N:26]1[C:36]1[CH:37]=[CH:38][C:39]([NH:42][C:43]2[C:44](=[O:59])[N:45]([CH3:58])[CH:46]=[C:47](B3OC(C)(C)C(C)(C)O3)[CH:48]=2)=[N:40][CH:41]=1.[O-]P([O-])([O-])=O.[K+].[K+].[K+].C([O-])(=O)C.[Na+]. The catalyst is C1C=CC(P(C2C=CC=CC=2)[C-]2C=CC=C2)=CC=1.C1C=CC(P(C2C=CC=CC=2)[C-]2C=CC=C2)=CC=1.Cl[Pd]Cl.[Fe+2].O.C(#N)C. The product is [CH3:24][CH:25]1[CH2:30][N:29]([CH:31]2[CH2:34][O:33][CH2:32]2)[CH:28]([CH3:35])[CH2:27][N:26]1[C:36]1[CH:37]=[CH:38][C:39]([NH:42][C:43]2[C:44](=[O:59])[N:45]([CH3:58])[CH:46]=[C:47]([C:2]3[CH:7]=[CH:6][N:5]=[C:4]([N:8]4[C:20](=[O:21])[C:19]5[S:18][C:17]6[CH2:16][CH2:15][CH2:14][CH2:13][C:12]=6[C:11]=5[CH:10]=[N:9]4)[C:3]=3[CH:22]=[O:23])[CH:48]=2)=[N:40][CH:41]=1. The yield is 0.380. (2) The reactants are [F:1][C:2]([F:26])([F:25])[CH:3]([N:12]1[CH2:16][CH2:15][C@H:14]([NH:17][C:18](=[O:24])[O:19][C:20]([CH3:23])([CH3:22])[CH3:21])[CH2:13]1)[C:4]1[CH:5]=[N:6][C:7]([NH:10][NH2:11])=[CH:8][CH:9]=1.[CH:27]([C:29]1[CH:38]=[CH:37][C:36]2[C:31](=[CH:32][C:33]([C:39]([O:41]C)=[O:40])=[CH:34][CH:35]=2)[N:30]=1)=O.C(O)(=O)C.C(O)(=O)C.IC1C=CC=CC=1.C(=O)(O)[O-].[Na+].[Li+].[OH-]. The catalyst is CCO.C1COCC1.CCOCC.C(OCC)(=O)C. The product is [C:20]([O:19][C:18]([NH:17][C@H:14]1[CH2:15][CH2:16][N:12]([CH:3]([C:4]2[CH:9]=[CH:8][C:7]3[N:6]([C:27]([C:29]4[CH:38]=[CH:37][C:36]5[C:31](=[CH:32][C:33]([C:39]([OH:41])=[O:40])=[CH:34][CH:35]=5)[N:30]=4)=[N:11][N:10]=3)[CH:5]=2)[C:2]([F:25])([F:1])[F:26])[CH2:13]1)=[O:24])([CH3:22])([CH3:23])[CH3:21]. The yield is 0.785.